This data is from Full USPTO retrosynthesis dataset with 1.9M reactions from patents (1976-2016). The task is: Predict the reactants needed to synthesize the given product. (1) Given the product [C:23]([C:22]1[CH:21]=[CH:20][C:19]([C:28]2[CH:29]=[CH:30][CH:31]=[CH:32][CH:33]=2)=[CH:18][C:17]=1[O:16][C@H:12]1[CH2:11][CH2:10][C@@H:9]2[C@@H:14]([CH2:15][C@@H:6]([C:4]([OH:5])=[O:3])[N:7]([C:34]([O:36][C:37]([CH3:38])([CH3:39])[CH3:40])=[O:35])[CH2:8]2)[CH2:13]1)([OH:25])=[O:24], predict the reactants needed to synthesize it. The reactants are: C([O:3][C:4]([C@@H:6]1[CH2:15][C@@H:14]2[C@@H:9]([CH2:10][CH2:11][C@H:12]([O:16][C:17]3[CH:18]=[C:19]([C:28]4[CH:33]=[CH:32][CH:31]=[CH:30][CH:29]=4)[CH:20]=[CH:21][C:22]=3[C:23]([O:25]CC)=[O:24])[CH2:13]2)[CH2:8][N:7]1[C:34]([O:36][C:37]([CH3:40])([CH3:39])[CH3:38])=[O:35])=[O:5])C.[OH-].[Li+].C(OCC)(=O)C.CCCCCC. (2) Given the product [C:5]1([C:3]2[N:4]=[C:23]([C:22]3[CH:26]=[C:18]([N+:15]([O-:17])=[O:16])[CH:19]=[CH:20][C:21]=3[OH:27])[O:1][N:2]=2)[C:14]2[C:9](=[CH:10][CH:11]=[CH:12][CH:13]=2)[CH:8]=[CH:7][N:6]=1, predict the reactants needed to synthesize it. The reactants are: [OH:1][NH:2][C:3]([C:5]1[C:14]2[C:9](=[CH:10][CH:11]=[CH:12][CH:13]=2)[CH:8]=[CH:7][N:6]=1)=[NH:4].[N+:15]([C:18]1[CH:26]=[C:22]([C:23](O)=O)[C:21]([OH:27])=[CH:20][CH:19]=1)([O-:17])=[O:16]. (3) Given the product [CH3:18][O:17][C:14]1[CH:13]=[CH:12][C:11]([C:8]2[S:9][CH:10]=[C:6]([C:4]([OH:5])=[O:3])[N:7]=2)=[CH:16][CH:15]=1.[Cl-:23].[NH4+:7], predict the reactants needed to synthesize it. The reactants are: C([O:3][C:4]([C:6]1[N:7]=[C:8]([C:11]2[CH:16]=[CH:15][C:14]([O:17][CH3:18])=[CH:13][CH:12]=2)[S:9][CH:10]=1)=[O:5])C.O.[OH-].[Li+].O.[ClH:23]. (4) Given the product [CH3:9][O:8][C:6]1[CH:5]=[CH:4][C:3]([C:14]2[CH:15]=[C:16]3[C:21]4=[C:22]([CH2:24][CH2:25][CH2:26][N:20]4[CH2:19][C@@H:18]4[CH2:27][NH:28][CH2:29][C@@H:17]34)[CH:23]=2)=[C:2]([CH3:1])[CH:7]=1, predict the reactants needed to synthesize it. The reactants are: [CH3:1][C:2]1[CH:7]=[C:6]([O:8][CH3:9])[CH:5]=[CH:4][C:3]=1B(O)O.Br[C:14]1[CH:15]=[C:16]2[C:21]3=[C:22]([CH2:24][CH2:25][CH2:26][N:20]3[CH2:19][C@@H:18]3[CH2:27][N:28](C(OC(C)(C)C)=O)[CH2:29][C@@H:17]23)[CH:23]=1. (5) Given the product [CH2:17]([NH:24][CH:13]1[CH2:14][CH2:15][CH:11]([C:5]2[C:4]3[C:8](=[CH:9][CH:10]=[C:2]([F:1])[CH:3]=3)[NH:7][CH:6]=2)[CH2:12]1)[C:18]1[CH:23]=[CH:22][CH:21]=[CH:20][CH:19]=1, predict the reactants needed to synthesize it. The reactants are: [F:1][C:2]1[CH:3]=[C:4]2[C:8](=[CH:9][CH:10]=1)[NH:7][CH:6]=[C:5]2[CH:11]1[CH2:15][CH2:14][C:13](=O)[CH2:12]1.[CH2:17]([NH2:24])[C:18]1[CH:23]=[CH:22][CH:21]=[CH:20][CH:19]=1.C(O)(=O)C.C(O[BH-](OC(=O)C)OC(=O)C)(=O)C.[Na+]. (6) Given the product [CH3:1][O:2][C:3]([C:5]1[CH:6]=[CH:7][C:8]([CH:11]2[CH2:12][CH2:13][N:14]([C:17]([O:19][C:20]([CH3:23])([CH3:22])[CH3:21])=[O:18])[CH2:15][CH2:16]2)=[CH:9][CH:10]=1)=[O:4], predict the reactants needed to synthesize it. The reactants are: [CH3:1][O:2][C:3]([C:5]1[CH:10]=[CH:9][C:8]([C:11]2[CH2:12][CH2:13][N:14]([C:17]([O:19][C:20]([CH3:23])([CH3:22])[CH3:21])=[O:18])[CH2:15][CH:16]=2)=[CH:7][CH:6]=1)=[O:4]. (7) Given the product [F:40][C:15]1[C:16]([C:22]([C:24]2[CH:25]=[C:26]3[C:31](=[CH:32][CH:33]=2)[N:30]=[CH:29][C:28]([N:34]2[CH2:39][CH2:38][O:37][CH2:36][CH2:35]2)=[N:27]3)=[O:23])=[C:17]([F:21])[C:18]([F:20])=[CH:19][C:14]=1[NH:7][S:4]([CH2:1][CH2:2][CH3:3])(=[O:5])=[O:6], predict the reactants needed to synthesize it. The reactants are: [CH2:1]([S:4]([N:7]([C:14]1[CH:19]=[C:18]([F:20])[C:17]([F:21])=[C:16]([C:22]([C:24]2[CH:25]=[C:26]3[C:31](=[CH:32][CH:33]=2)[N:30]=[CH:29][C:28]([N:34]2[CH2:39][CH2:38][O:37][CH2:36][CH2:35]2)=[N:27]3)=[O:23])[C:15]=1[F:40])S(CCC)(=O)=O)(=[O:6])=[O:5])[CH2:2][CH3:3].[OH-].[Na+]. (8) Given the product [ClH:38].[CH3:1][C:2]1[CH:3]=[C:4]([S:8][C:9]2[CH:10]=[CH:11][C:12]([S:15]([N:18]([CH2:30][CH2:31][N:32]3[CH2:37][CH2:36][O:35][CH2:34][CH2:33]3)[C@@H:19]([C:23]([OH:25])=[O:24])[CH:20]([CH3:22])[CH3:21])(=[O:17])=[O:16])=[CH:13][CH:14]=2)[CH:5]=[CH:6][CH:7]=1, predict the reactants needed to synthesize it. The reactants are: [CH3:1][C:2]1[CH:3]=[C:4]([S:8][C:9]2[CH:14]=[CH:13][C:12]([S:15]([N:18]([CH2:30][CH2:31][N:32]3[CH2:37][CH2:36][O:35][CH2:34][CH2:33]3)[C@@H:19]([C:23]([O:25]C(C)(C)C)=[O:24])[CH:20]([CH3:22])[CH3:21])(=[O:17])=[O:16])=[CH:11][CH:10]=2)[CH:5]=[CH:6][CH:7]=1.[ClH:38]. (9) Given the product [O:44]1[CH2:49][CH2:48][O:47][CH2:46][CH:45]1[C:50]1[C:58]2[S:57][C:56]([NH:59][C:8](=[O:10])[CH2:7][C:1]3[CH:2]=[CH:3][CH:4]=[CH:5][CH:6]=3)=[N:55][C:54]=2[C:53]([O:60][CH3:61])=[CH:52][CH:51]=1, predict the reactants needed to synthesize it. The reactants are: [C:1]1([CH2:7][C:8]([OH:10])=O)[CH:6]=[CH:5][CH:4]=[CH:3][CH:2]=1.CN(C(ON1N=NC2C=CC=NC1=2)=[N+](C)C)C.F[P-](F)(F)(F)(F)F.C(N(C(C)C)C(C)C)C.[O:44]1[CH2:49][CH2:48][O:47][CH2:46][CH:45]1[C:50]1[C:58]2[S:57][C:56]([NH2:59])=[N:55][C:54]=2[C:53]([O:60][CH3:61])=[CH:52][CH:51]=1.